From a dataset of Full USPTO retrosynthesis dataset with 1.9M reactions from patents (1976-2016). Predict the reactants needed to synthesize the given product. (1) Given the product [Cl:1][C:2]1[CH:3]=[C:4]([CH:9]([CH:22]([OH:23])[C:21]2[CH:24]=[CH:25][CH:26]=[C:19]([S:18][CH3:17])[CH:20]=2)[C:10]#[N:11])[CH:5]=[CH:6][C:7]=1[Cl:8], predict the reactants needed to synthesize it. The reactants are: [Cl:1][C:2]1[CH:3]=[C:4]([CH2:9][C:10]#[N:11])[CH:5]=[CH:6][C:7]=1[Cl:8].C([Li])CCC.[CH3:17][S:18][C:19]1[CH:20]=[C:21]([CH:24]=[CH:25][CH:26]=1)[CH:22]=[O:23].C(O)(=O)C. (2) Given the product [NH2:8][C@@H:9]([CH2:23][CH2:24][S:25][CH3:26])[C:10]([O:12][C:13]1[CH:14]=[CH:15][C:16]([NH:19][C:20](=[O:22])[CH3:21])=[CH:17][CH:18]=1)=[O:11], predict the reactants needed to synthesize it. The reactants are: C(OC([NH:8][C@@H:9]([CH2:23][CH2:24][S:25][CH3:26])[C:10]([O:12][C:13]1[CH:18]=[CH:17][C:16]([NH:19][C:20](=[O:22])[CH3:21])=[CH:15][CH:14]=1)=[O:11])=O)(C)(C)C.Cl. (3) The reactants are: [Cl:1][C:2]1[CH:3]=[CH:4][C:5]([OH:20])=[C:6]([CH2:8][C:9]2[N:14]=[C:13]([C:15]([O:17][CH2:18][CH3:19])=[O:16])[CH:12]=[CH:11][CH:10]=2)[CH:7]=1.C(=O)([O-])[O-].[K+].[K+].[Cl:27][C:28]1[CH:35]=[CH:34][CH:33]=[CH:32][C:29]=1[CH2:30]Br. Given the product [Cl:1][C:2]1[CH:3]=[CH:4][C:5]([O:20][CH2:30][C:29]2[CH:32]=[CH:33][CH:34]=[CH:35][C:28]=2[Cl:27])=[C:6]([CH2:8][C:9]2[N:14]=[C:13]([C:15]([O:17][CH2:18][CH3:19])=[O:16])[CH:12]=[CH:11][CH:10]=2)[CH:7]=1, predict the reactants needed to synthesize it.